Dataset: Full USPTO retrosynthesis dataset with 1.9M reactions from patents (1976-2016). Task: Predict the reactants needed to synthesize the given product. Given the product [F:9][C:10]1[CH:11]=[CH:12][C:13]([CH2:14][O:15][CH2:16][C:17]([NH:19][CH2:20][CH2:21][CH2:22][CH2:23][CH2:24][C:25]2[O:27][N:38]=[C:35]([C:34]3[CH:39]=[CH:40][C:31]([F:30])=[CH:32][CH:33]=3)[N:36]=2)=[O:18])=[CH:28][CH:29]=1, predict the reactants needed to synthesize it. The reactants are: ClC(N(C)C)=C(C)C.[F:9][C:10]1[CH:29]=[CH:28][C:13]([CH2:14][O:15][CH2:16][C:17]([NH:19][CH2:20][CH2:21][CH2:22][CH2:23][CH2:24][C:25]([OH:27])=O)=[O:18])=[CH:12][CH:11]=1.[F:30][C:31]1[CH:40]=[CH:39][C:34]([C:35](=[NH:38])[NH:36]O)=[CH:33][CH:32]=1.N1C=CC=CC=1.